Predict the reactants needed to synthesize the given product. From a dataset of Full USPTO retrosynthesis dataset with 1.9M reactions from patents (1976-2016). Given the product [F:19][C:20]1[CH:21]=[C:22]([C:2]2[CH:3]=[C:4]([N:8]3[CH2:16][CH:15]4[CH2:17][N:11]5[CH2:12][CH:13]([CH2:18][CH:9]3[CH2:10]5)[CH2:14]4)[CH:5]=[N:6][CH:7]=2)[CH:23]=[CH:24][C:25]=1[O:26][CH3:27], predict the reactants needed to synthesize it. The reactants are: Br[C:2]1[CH:3]=[C:4]([N:8]2[CH2:16][CH:15]3[CH2:17][N:11]4[CH2:12][CH:13]([CH2:18][CH:9]2[CH2:10]4)[CH2:14]3)[CH:5]=[N:6][CH:7]=1.[F:19][C:20]1[CH:21]=[C:22](B(O)O)[CH:23]=[CH:24][C:25]=1[O:26][CH3:27].